From a dataset of Catalyst prediction with 721,799 reactions and 888 catalyst types from USPTO. Predict which catalyst facilitates the given reaction. (1) Reactant: [Cl:1][C:2]1[CH:16]=[CH:15][CH:14]=[CH:13][C:3]=1[CH2:4][CH:5]1[CH2:10][CH2:9][CH:8]([CH2:11][OH:12])[CH2:7][CH2:6]1.[F:17][C:18]1[CH:25]=[CH:24][CH:23]=[C:22](F)[C:19]=1[C:20]#[N:21].CC(C)([O-])C.[K+]. Product: [Cl:1][C:2]1[CH:16]=[CH:15][CH:14]=[CH:13][C:3]=1[CH2:4][CH:5]1[CH2:6][CH2:7][CH:8]([CH2:11][O:12][C:22]2[CH:23]=[CH:24][CH:25]=[C:18]([F:17])[C:19]=2[C:20]#[N:21])[CH2:9][CH2:10]1. The catalyst class is: 9. (2) Reactant: [NH2:1][C:2]1[CH:3]=[CH:4][C:5]([Cl:14])=[C:6]([CH:13]=1)[C:7]([NH:9][CH:10]1[CH2:12][CH2:11]1)=[O:8].C(N(C(C)C)C(C)C)C.[CH3:24][N:25]1[C:29]([C:30](Cl)=[O:31])=[C:28]([C:33]([F:36])([F:35])[F:34])[C:27]([C:37]([F:43])([F:42])[C:38]([F:41])([F:40])[F:39])=[N:26]1. Product: [Cl:14][C:5]1[CH:4]=[CH:3][C:2]([NH:1][C:30]([C:29]2[N:25]([CH3:24])[N:26]=[C:27]([C:37]([F:42])([F:43])[C:38]([F:40])([F:41])[F:39])[C:28]=2[C:33]([F:35])([F:36])[F:34])=[O:31])=[CH:13][C:6]=1[C:7](=[O:8])[NH:9][CH:10]1[CH2:11][CH2:12]1. The catalyst class is: 768.